From a dataset of Catalyst prediction with 721,799 reactions and 888 catalyst types from USPTO. Predict which catalyst facilitates the given reaction. (1) Reactant: [H-].[Na+].[CH3:3][N:4]([CH2:12][C:13]1[CH:17]=[C:16]([C:18]2[CH:23]=[CH:22][CH:21]=[CH:20][CH:19]=2)[N:15]([S:24]([C:27]2[CH:32]=[CH:31][CH:30]=[C:29]([C:33]([NH:35][CH3:36])=[O:34])[CH:28]=2)(=[O:26])=[O:25])[CH:14]=1)[C:5](=[O:11])[O:6][C:7]([CH3:10])([CH3:9])[CH3:8].I[CH3:38].O. Product: [CH3:36][N:35]([CH3:38])[C:33]([C:29]1[CH:28]=[C:27]([S:24]([N:15]2[C:16]([C:18]3[CH:23]=[CH:22][CH:21]=[CH:20][CH:19]=3)=[CH:17][C:13]([CH2:12][N:4]([CH3:3])[C:5](=[O:11])[O:6][C:7]([CH3:10])([CH3:9])[CH3:8])=[CH:14]2)(=[O:26])=[O:25])[CH:32]=[CH:31][CH:30]=1)=[O:34]. The catalyst class is: 213. (2) Reactant: [B-](F)(F)(F)F.[B-](F)(F)(F)F.C1[N+]2(CCl)CC[N+]([F:21])(CC2)C1.[CH3:22][N:23]([CH3:43])/[CH:24]=[CH:25]/[C:26]([C:28]1[N:32]([CH:33]2[CH2:38][CH2:37][O:36][CH2:35][CH2:34]2)[C:31]([C:39]([F:42])([F:41])[F:40])=[N:30][CH:29]=1)=[O:27]. Product: [CH3:43][N:23]([CH3:22])/[CH:24]=[C:25](\[F:21])/[C:26]([C:28]1[N:32]([CH:33]2[CH2:38][CH2:37][O:36][CH2:35][CH2:34]2)[C:31]([C:39]([F:42])([F:40])[F:41])=[N:30][CH:29]=1)=[O:27]. The catalyst class is: 23. (3) Reactant: [C:1]([O:5][C:6]([NH:8][C:9]1[CH:14]=[CH:13][CH:12]=[CH:11][C:10]=1[NH:15][C:16]([C:18]1[S:22][C:21]([C:23]2[CH2:24][CH2:25][N:26]([C:29]([O:31][C:32]([CH3:35])([CH3:34])[CH3:33])=[O:30])[CH2:27][CH:28]=2)=[CH:20][CH:19]=1)=[O:17])=[O:7])([CH3:4])([CH3:3])[CH3:2]. Product: [C:1]([O:5][C:6]([NH:8][C:9]1[CH:14]=[CH:13][CH:12]=[CH:11][C:10]=1[NH:15][C:16]([C:18]1[S:22][C:21]([CH:23]2[CH2:28][CH2:27][N:26]([C:29]([O:31][C:32]([CH3:35])([CH3:34])[CH3:33])=[O:30])[CH2:25][CH2:24]2)=[CH:20][CH:19]=1)=[O:17])=[O:7])([CH3:4])([CH3:3])[CH3:2]. The catalyst class is: 29. (4) Reactant: [CH3:1][C:2]1([CH3:13])[CH:11]([NH2:12])[CH2:10][CH2:9][C:4]2([O:8][CH2:7][CH2:6][O:5]2)[CH2:3]1.C(N(CC)CC)C.[CH:21]1[CH:26]=[CH:25][C:24]([CH2:27][O:28][C:29](Cl)=[O:30])=[CH:23][CH:22]=1. Product: [CH3:1][C:2]1([CH3:13])[CH:11]([NH:12][C:29](=[O:30])[O:28][CH2:27][C:24]2[CH:25]=[CH:26][CH:21]=[CH:22][CH:23]=2)[CH2:10][CH2:9][C:4]2([O:5][CH2:6][CH2:7][O:8]2)[CH2:3]1. The catalyst class is: 451. (5) Reactant: [Cl:1][C:2]1[CH:7]=[C:6]([N+:8]([O-])=O)[C:5]([CH3:11])=[CH:4][N+:3]=1[O-].[OH-].[Na+]. Product: [NH2:8][C:6]1[C:5]([CH3:11])=[CH:4][N:3]=[C:2]([Cl:1])[CH:7]=1. The catalyst class is: 180. (6) Reactant: [Br:1][C:2]1[CH:7]=[CH:6][CH:5]=[C:4]([CH2:8]Br)[N:3]=1.Cl.[NH:11]1[CH2:16][CH2:15][O:14][CH2:13][CH:12]1[C:17]([NH2:19])=[O:18].C(=O)([O-])[O-].[K+].[K+].O. Product: [Br:1][C:2]1[N:3]=[C:4]([CH2:8][N:11]2[CH2:16][CH2:15][O:14][CH2:13][CH:12]2[C:17]([NH2:19])=[O:18])[CH:5]=[CH:6][CH:7]=1. The catalyst class is: 3.